The task is: Regression. Given a peptide amino acid sequence and an MHC pseudo amino acid sequence, predict their binding affinity value. This is MHC class I binding data.. This data is from Peptide-MHC class I binding affinity with 185,985 pairs from IEDB/IMGT. The peptide sequence is GQFDSMLAK. The MHC is HLA-B35:01 with pseudo-sequence HLA-B35:01. The binding affinity (normalized) is 0.290.